From a dataset of Reaction yield outcomes from USPTO patents with 853,638 reactions. Predict the reaction yield, written as a fraction of the theoretical maximum amount of product (1.0 means a 100% yield; for example, 0.34 means a 34% yield). (1) The reactants are C([O:5][C:6]([C@H:8]1[CH2:12][CH2:11][CH2:10][N:9]1[C:13](=[O:38])[CH2:14][O:15][C:16]1[CH:21]=[CH:20][C:19]([O:22][CH2:23][C:24]([N:26]2[CH2:30][CH2:29][CH2:28][C@@H:27]2[C:31]([O:33]C(C)(C)C)=[O:32])=[O:25])=[CH:18][CH:17]=1)=[O:7])(C)(C)C. The catalyst is FC(F)(F)C(O)=O. The product is [C:31]([C@H:27]1[CH2:28][CH2:29][CH2:30][N:26]1[C:24](=[O:25])[CH2:23][O:22][C:19]1[CH:18]=[CH:17][C:16]([O:15][CH2:14][C:13]([N:9]2[CH2:10][CH2:11][CH2:12][C@@H:8]2[C:6]([OH:7])=[O:5])=[O:38])=[CH:21][CH:20]=1)([OH:33])=[O:32]. The yield is 0.960. (2) The reactants are [C:1]([C:4]1[C:5]([F:23])=[C:6]([NH:11][S:12]([C:15]2[CH:20]=[C:19]([F:21])[CH:18]=[CH:17][C:16]=2[F:22])(=[O:14])=[O:13])[CH:7]=[CH:8][C:9]=1[F:10])(=[O:3])[CH3:2].CCN(C(C)C)C(C)C.[CH3:33][O:34][CH2:35][CH2:36][O:37][CH2:38]Cl. The catalyst is C(Cl)Cl. The product is [C:1]([C:4]1[C:5]([F:23])=[C:6]([N:11]([CH2:33][O:34][CH2:35][CH2:36][O:37][CH3:38])[S:12]([C:15]2[CH:20]=[C:19]([F:21])[CH:18]=[CH:17][C:16]=2[F:22])(=[O:14])=[O:13])[CH:7]=[CH:8][C:9]=1[F:10])(=[O:3])[CH3:2]. The yield is 0.620. (3) The reactants are [CH3:1][C:2]1([CH3:21])[CH2:6][C:5]2[CH:7]=[C:8]([N:16]3[CH:20]=[N:19][N:18]=[N:17]3)[CH:9]=[C:10]([C:11]([O:13]CC)=[O:12])[C:4]=2[O:3]1.[OH-].[Li+].CO.O1CCCC1. The catalyst is O. The product is [CH3:1][C:2]1([CH3:21])[CH2:6][C:5]2[CH:7]=[C:8]([N:16]3[CH:20]=[N:19][N:18]=[N:17]3)[CH:9]=[C:10]([C:11]([OH:13])=[O:12])[C:4]=2[O:3]1. The yield is 0.830. (4) The reactants are C(N(C(C)C)CC)(C)C.[OH:10][C:11]1[CH:18]=[CH:17][C:14]([CH:15]=[O:16])=[CH:13][CH:12]=1.[CH3:19][O:20][CH2:21]Cl. The catalyst is ClCCl. The product is [CH3:19][O:20][CH2:21][O:10][C:11]1[CH:18]=[CH:17][C:14]([CH:15]=[O:16])=[CH:13][CH:12]=1. The yield is 0.830.